Dataset: Reaction yield outcomes from USPTO patents with 853,638 reactions. Task: Predict the reaction yield, written as a fraction of the theoretical maximum amount of product (1.0 means a 100% yield; for example, 0.34 means a 34% yield). (1) The reactants are Cl[C:2]1[CH:7]=[C:6]([N:8](COCC[Si](C)(C)C)COCC[Si](C)(C)C)[N:5]2[N:25]=[CH:26][C:27]([C:28]3[CH:29]=[N:30][C:31]4[C:36]([CH:37]=3)=[CH:35][CH:34]=[CH:33][CH:32]=4)=[C:4]2[N:3]=1.[NH:38]1[CH2:44][CH2:43][C:42](=[O:45])[NH:41][CH2:40][CH2:39]1.C(N(C(C)C)C(C)C)C. The catalyst is CN1C(=O)CCC1. The product is [NH2:8][C:6]1[N:5]2[N:25]=[CH:26][C:27]([C:28]3[CH:29]=[N:30][C:31]4[C:36]([CH:37]=3)=[CH:35][CH:34]=[CH:33][CH:32]=4)=[C:4]2[N:3]=[C:2]([N:38]2[CH2:44][CH2:43][C:42](=[O:45])[NH:41][CH2:40][CH2:39]2)[CH:7]=1. The yield is 0.850. (2) The reactants are [NH2:1][C:2]([NH2:4])=[S:3].Br[CH:6]([C:31]1[CH:36]=[CH:35][C:34]([Cl:37])=[CH:33][CH:32]=1)[C:7]([C:9]1[CH:10]=[C:11]([C:27]([NH:29][CH3:30])=[O:28])[C:12](=[O:26])[N:13]([C:16]2[CH:21]=[CH:20][CH:19]=[C:18]([C:22]([F:25])([F:24])[F:23])[CH:17]=2)[C:14]=1[CH3:15])=O. The catalyst is C(#N)C. The product is [NH2:1][C:2]1[S:3][C:6]([C:31]2[CH:32]=[CH:33][C:34]([Cl:37])=[CH:35][CH:36]=2)=[C:7]([C:9]2[CH:10]=[C:11]([C:27]([NH:29][CH3:30])=[O:28])[C:12](=[O:26])[N:13]([C:16]3[CH:21]=[CH:20][CH:19]=[C:18]([C:22]([F:24])([F:23])[F:25])[CH:17]=3)[C:14]=2[CH3:15])[N:4]=1. The yield is 0.350. (3) The reactants are [C:1]([C:3](=[CH:17][NH:18][C:19]1[CH:23]=[CH:22][S:21][CH:20]=1)[C:4]([NH:6][C:7]1[CH:12]=[C:11]([O:13][CH3:14])[C:10]([Cl:15])=[CH:9][C:8]=1[Cl:16])=O)#[N:2].P(Cl)(Cl)(Cl)=O. The catalyst is C(#N)C. The product is [Cl:16][C:8]1[CH:9]=[C:10]([Cl:15])[C:11]([O:13][CH3:14])=[CH:12][C:7]=1[NH:6][C:4]1[C:3]([C:1]#[N:2])=[CH:17][N:18]=[C:19]2[CH:23]=[CH:22][S:21][C:20]=12. The yield is 0.710. (4) The reactants are [Cl:1]N1C(=O)CCC1=O.[Br:9][C:10]1[CH:18]=[C:17]2[C:13]([C:14]3([CH2:23][CH2:22][CH2:21][CH2:20]3)[C:15](=[O:19])[NH:16]2)=[CH:12][CH:11]=1.C(=O)([O-])O.[Na+]. The catalyst is C(Cl)(Cl)Cl. The product is [Br:9][C:10]1[CH:18]=[C:17]2[C:13]([C:14]3([CH2:23][CH2:22][CH2:21][CH2:20]3)[C:15](=[O:19])[NH:16]2)=[CH:12][C:11]=1[Cl:1]. The yield is 0.750. (5) The reactants are C1(P(C2C=CC=CC=2)C2C=CC=CC=2)C=CC=CC=1.[C:20]([Br:24])(Br)(Br)[Br:21].[CH:25]1([O:31][CH2:32][CH2:33][CH:34]=O)[CH2:30][CH2:29][CH2:28][CH2:27][CH2:26]1. The catalyst is ClCCl. The product is [CH:25]1([O:31][CH2:32][CH2:33][CH:34]=[C:20]([Br:24])[Br:21])[CH2:30][CH2:29][CH2:28][CH2:27][CH2:26]1. The yield is 0.550. (6) The catalyst is C(#N)C. The product is [Br:17][C:12]1[NH:11][C:10]([C:13]([F:14])([F:15])[F:16])=[N:9][C:8]=1[C:4]1[CH:5]=[CH:6][CH:7]=[C:2]([Cl:1])[CH:3]=1. The reactants are [Cl:1][C:2]1[CH:3]=[C:4]([C:8]2[N:9]=[C:10]([C:13]([F:16])([F:15])[F:14])[NH:11][CH:12]=2)[CH:5]=[CH:6][CH:7]=1.[Br:17]N1C(=O)CCC1=O. The yield is 0.500. (7) The reactants are Br[C:2]1[C:7]([CH3:8])=[CH:6][C:5]([N+:9]([O-:11])=[O:10])=[CH:4][N:3]=1.[CH3:12][N:13]([CH3:25])[C:14]([C:16]1[CH:17]=[C:18](B(O)O)[CH:19]=[CH:20][CH:21]=1)=[O:15]. No catalyst specified. The product is [CH3:12][N:13]([CH3:25])[C:14](=[O:15])[C:16]1[CH:21]=[CH:20][CH:19]=[C:18]([C:2]2[C:7]([CH3:8])=[CH:6][C:5]([N+:9]([O-:11])=[O:10])=[CH:4][N:3]=2)[CH:17]=1. The yield is 0.940. (8) The reactants are [CH3:1][N:2]([CH3:40])[C:3](=[O:39])[O:4][C:5]1[CH:10]=[CH:9][C:8]([C:11]([NH:33][CH2:34][CH:35]=[CH2:36])(O)[CH2:12][CH2:13][O:14][Si:15]([C:28]([CH3:31])([CH3:30])[CH3:29])([C:22]2[CH:27]=[CH:26][CH:25]=[CH:24][CH:23]=2)[C:16]2[CH:21]=[CH:20][CH:19]=[CH:18][CH:17]=2)=[C:7]([CH:37]=[CH2:38])[CH:6]=1.C(N(CC)CC)C.[C:48](O[C:48]([O:50][C:51]([CH3:54])([CH3:53])[CH3:52])=[O:49])([O:50][C:51]([CH3:54])([CH3:53])[CH3:52])=[O:49]. The catalyst is O1CCCC1. The product is [CH2:34]([N:33]([CH:11]([C:8]1[CH:9]=[CH:10][C:5]([O:4][C:3](=[O:39])[N:2]([CH3:40])[CH3:1])=[CH:6][C:7]=1[CH:37]=[CH2:38])[CH2:12][CH2:13][O:14][Si:15]([C:28]([CH3:31])([CH3:29])[CH3:30])([C:22]1[CH:23]=[CH:24][CH:25]=[CH:26][CH:27]=1)[C:16]1[CH:17]=[CH:18][CH:19]=[CH:20][CH:21]=1)[C:48](=[O:49])[O:50][C:51]([CH3:54])([CH3:53])[CH3:52])[CH:35]=[CH2:36]. The yield is 0.890. (9) The reactants are F[C:2]1[CH:10]=[CH:9][C:8]([S:11]([CH3:14])(=[O:13])=[O:12])=[CH:7][C:3]=1[C:4]([OH:6])=[O:5].C(=O)([O-])[O-].[Cs+].[Cs+].[F:21][C:22]([F:26])([F:25])[CH2:23][SH:24].Cl. The catalyst is CN(C)C=O. The product is [CH3:14][S:11]([C:8]1[CH:9]=[CH:10][C:2]([S:24][CH2:23][C:22]([F:26])([F:25])[F:21])=[C:3]([CH:7]=1)[C:4]([OH:6])=[O:5])(=[O:13])=[O:12]. The yield is 0.990.